Dataset: NCI-60 drug combinations with 297,098 pairs across 59 cell lines. Task: Regression. Given two drug SMILES strings and cell line genomic features, predict the synergy score measuring deviation from expected non-interaction effect. (1) Drug 1: C1=CC(=CC=C1CCC2=CNC3=C2C(=O)NC(=N3)N)C(=O)NC(CCC(=O)O)C(=O)O. Drug 2: CC1=C2C(C(=O)C3(C(CC4C(C3C(C(C2(C)C)(CC1OC(=O)C(C(C5=CC=CC=C5)NC(=O)C6=CC=CC=C6)O)O)OC(=O)C7=CC=CC=C7)(CO4)OC(=O)C)O)C)OC(=O)C. Cell line: SN12C. Synergy scores: CSS=44.6, Synergy_ZIP=-7.64, Synergy_Bliss=-6.35, Synergy_Loewe=-9.62, Synergy_HSA=-0.939. (2) Drug 1: C1=NC2=C(N=C(N=C2N1C3C(C(C(O3)CO)O)O)F)N. Drug 2: CCCCCOC(=O)NC1=NC(=O)N(C=C1F)C2C(C(C(O2)C)O)O. Cell line: SW-620. Synergy scores: CSS=3.87, Synergy_ZIP=-0.542, Synergy_Bliss=0.948, Synergy_Loewe=-1.52, Synergy_HSA=0.138. (3) Drug 1: CN1CCC(CC1)COC2=C(C=C3C(=C2)N=CN=C3NC4=C(C=C(C=C4)Br)F)OC. Drug 2: C1=NC2=C(N=C(N=C2N1C3C(C(C(O3)CO)O)F)Cl)N. Cell line: HCT-15. Synergy scores: CSS=23.4, Synergy_ZIP=-2.72, Synergy_Bliss=-2.69, Synergy_Loewe=-21.2, Synergy_HSA=-0.758. (4) Drug 1: C1CC(=O)NC(=O)C1N2CC3=C(C2=O)C=CC=C3N. Drug 2: CC1=C(C(=O)C2=C(C1=O)N3CC4C(C3(C2COC(=O)N)OC)N4)N. Cell line: HCC-2998. Synergy scores: CSS=24.8, Synergy_ZIP=-0.468, Synergy_Bliss=-2.24, Synergy_Loewe=-21.9, Synergy_HSA=-2.50. (5) Drug 2: CC(C)CN1C=NC2=C1C3=CC=CC=C3N=C2N. Drug 1: CC(C1=C(C=CC(=C1Cl)F)Cl)OC2=C(N=CC(=C2)C3=CN(N=C3)C4CCNCC4)N. Cell line: A498. Synergy scores: CSS=-0.111, Synergy_ZIP=-1.01, Synergy_Bliss=-0.847, Synergy_Loewe=-5.56, Synergy_HSA=-2.62. (6) Drug 1: C1CCN(CC1)CCOC2=CC=C(C=C2)C(=O)C3=C(SC4=C3C=CC(=C4)O)C5=CC=C(C=C5)O. Drug 2: CC(C)NC(=O)C1=CC=C(C=C1)CNNC.Cl. Cell line: RPMI-8226. Synergy scores: CSS=-18.7, Synergy_ZIP=11.7, Synergy_Bliss=12.8, Synergy_Loewe=-8.67, Synergy_HSA=-6.38. (7) Drug 1: C1=CC(=C2C(=C1NCCNCCO)C(=O)C3=C(C=CC(=C3C2=O)O)O)NCCNCCO. Drug 2: C1CN1P(=S)(N2CC2)N3CC3. Cell line: NCI-H226. Synergy scores: CSS=33.6, Synergy_ZIP=-5.20, Synergy_Bliss=-1.78, Synergy_Loewe=-15.1, Synergy_HSA=-0.747. (8) Drug 1: C1C(C(OC1N2C=NC3=C(N=C(N=C32)Cl)N)CO)O. Drug 2: C1=NC(=NC(=O)N1C2C(C(C(O2)CO)O)O)N. Cell line: RPMI-8226. Synergy scores: CSS=64.4, Synergy_ZIP=-1.38, Synergy_Bliss=2.07, Synergy_Loewe=-2.89, Synergy_HSA=3.29.